Predict the product of the given reaction. From a dataset of Forward reaction prediction with 1.9M reactions from USPTO patents (1976-2016). (1) Given the reactants [N:1]1[CH:6]=[CH:5][CH:4]=[C:3]([N:7]2[C:11]3=[N:12][CH:13]=[N:14][C:15](O)=[C:10]3[CH:9]=[N:8]2)[CH:2]=1.P(Cl)(Cl)([Cl:19])=O, predict the reaction product. The product is: [Cl:19][C:15]1[N:14]=[CH:13][N:12]=[C:11]2[N:7]([C:3]3[CH:2]=[N:1][CH:6]=[CH:5][CH:4]=3)[N:8]=[CH:9][C:10]=12. (2) The product is: [NH2:12][C:8]1[CH:7]=[C:6]([C:5]#[C:4][C:2]([CH3:3])([OH:15])[CH3:1])[CH:11]=[CH:10][CH:9]=1. Given the reactants [CH3:1][C:2]([OH:15])([C:4]#[C:5][C:6]1[CH:11]=[CH:10][CH:9]=[C:8]([N+:12]([O-])=O)[CH:7]=1)[CH3:3].[H][H], predict the reaction product.